This data is from Peptide-MHC class I binding affinity with 185,985 pairs from IEDB/IMGT. The task is: Regression. Given a peptide amino acid sequence and an MHC pseudo amino acid sequence, predict their binding affinity value. This is MHC class I binding data. (1) The peptide sequence is FVCRRTFVDR. The MHC is HLA-A31:01 with pseudo-sequence HLA-A31:01. The binding affinity (normalized) is 0. (2) The binding affinity (normalized) is 0.332. The MHC is H-2-Kb with pseudo-sequence H-2-Kb. The peptide sequence is VYQFKSVEF. (3) The peptide sequence is RGRIGRTYL. The MHC is HLA-B46:01 with pseudo-sequence HLA-B46:01. The binding affinity (normalized) is 0.0847. (4) The peptide sequence is FIYFGKKQY. The MHC is HLA-A69:01 with pseudo-sequence HLA-A69:01. The binding affinity (normalized) is 0.0847. (5) The peptide sequence is ILIRTGLLV. The MHC is HLA-A02:03 with pseudo-sequence HLA-A02:03. The binding affinity (normalized) is 0.742. (6) The peptide sequence is LLYQTFGRK. The MHC is HLA-A02:06 with pseudo-sequence HLA-A02:06. The binding affinity (normalized) is 0.330. (7) The peptide sequence is EVKSLFNTV. The MHC is HLA-A26:02 with pseudo-sequence HLA-A26:02. The binding affinity (normalized) is 0.511. (8) The peptide sequence is YTAVVPLVY. The MHC is Patr-B0101 with pseudo-sequence Patr-B0101. The binding affinity (normalized) is 0.201.